This data is from Drug-target binding data from BindingDB using Ki measurements. The task is: Regression. Given a target protein amino acid sequence and a drug SMILES string, predict the binding affinity score between them. We predict pKi (pKi = -log10(Ki in M); higher means stronger inhibition). Dataset: bindingdb_ki. The small molecule is N[C@@]1(C(=O)O)CC[C@H](C(=O)O)C1. The target protein sequence is MVLLLILSVLLLKEDVRGSAQSSERRVVAHMPGDIIIGALFSVHHQPTVDKVHERKCGAVREQYGIQRVEAMLHTLERINSDPTLLPNITLGCEIRDSCWHSAVALEQSIEFIRDSLISAEEEEGLVRCVDGSSSFRSKKPIVGVIGPGSSSVAIQVQNLLQLFNIPQIAYSATSMDLSDKTLFKYFMRVVPSDAQQARAMVDIVKRYNWTYVSAVHTEGNYGESGMEAFKDMSAKEGICIAHSYKIYSNAGEQSFDKLLKKLTSHLPKARVVACFCEGMTVRGLLMAMRRLGLAGEFLLLGSDGWADRYDVTDGYQREAVGGITIKLQSPDVKWFDDYYLKLRPETNLRNPWFQEFWQHRFQCRLEGFAQENSKYNKTCNSSLTLRTHHVQDSKMGFVINAIYSMAYGLHNMQMSLCPGYAGLCDAMKPIDGRKLLDSLMKTNFTGVSGDMILFDENGDSPGRYEIMNFKEMRKDYFDYINVGSWDNGELKMDDDEVWS.... The pKi is 5.0.